This data is from Catalyst prediction with 721,799 reactions and 888 catalyst types from USPTO. The task is: Predict which catalyst facilitates the given reaction. (1) Reactant: ClC1C=C(C=CC=1[NH:11][C:12](=[O:38])[CH:13]([N:20]1[C:24]2[CH:25]=[C:26]([F:30])[C:27]([F:29])=[CH:28][C:23]=2[N:22]=C1C1C=NC(Cl)=CC=1)[CH:14]1[CH2:19][CH2:18][CH2:17][CH2:16][CH2:15]1)C(O)=O.[CH:39]1([CH:45]=O)[CH2:44][CH2:43][CH2:42][CH2:41][CH2:40]1.[CH3:47][O:48][C:49]1[N:57]=[C:56]([O:58][CH3:59])[CH:55]=[CH:54][C:50]=1[C:51](O)=O.[N+](CC1C=CC=CC=1)#[C-].Cl. Product: [CH2:45]([NH:11][C:12](=[O:38])[CH:13]([CH:14]1[CH2:15][CH2:16][CH2:17][CH2:18][CH2:19]1)[N:20]1[C:24]2[CH:25]=[C:26]([F:30])[C:27]([F:29])=[CH:28][C:23]=2[N:22]=[C:51]1[C:50]1[C:49]([O:48][CH3:47])=[N:57][C:56]([O:58][CH3:59])=[CH:55][CH:54]=1)[C:39]1[CH:44]=[CH:43][CH:42]=[CH:41][CH:40]=1. The catalyst class is: 71. (2) Reactant: [CH3:1][O:2][C:3](=[O:18])[CH2:4][C:5]1[C:13]2[C:8](=[CH:9][CH:10]=[CH:11][CH:12]=2)[N:7]([C:14]([O:16][CH3:17])=[O:15])[CH:6]=1.CN(C)P(=O)(N(C)C)N(C)C.C([N-]C(C)C)(C)C.[Li+].C1CCCCC1.Br[CH2:45][CH2:46][C:47]1[CH:52]=[CH:51][CH:50]=[CH:49][CH:48]=1. Product: [CH3:1][O:2][C:3](=[O:18])[CH:4]([CH2:45][CH2:46][C:47]1[CH:52]=[CH:51][CH:50]=[CH:49][CH:48]=1)[C:5]1[C:13]2[C:8](=[CH:9][CH:10]=[CH:11][CH:12]=2)[N:7]([C:14]([O:16][CH3:17])=[O:15])[CH:6]=1. The catalyst class is: 7. (3) Reactant: [H-].[Na+].[C:3]([N:13]1[CH2:17][CH2:16][C@H:15]([NH:18][CH:19]2[CH2:24][CH2:23][CH2:22][CH2:21][CH2:20]2)[CH2:14]1)([O:5][CH2:6][C:7]1[CH:12]=[CH:11][CH:10]=[CH:9][CH:8]=1)=[O:4].Br[CH2:26][C:27]([O:29][CH3:30])=[O:28]. Product: [C:3]([N:13]1[CH2:17][CH2:16][C@H:15]([N:18]([CH:19]2[CH2:24][CH2:23][CH2:22][CH2:21][CH2:20]2)[CH2:26][C:27]([O:29][CH3:30])=[O:28])[CH2:14]1)([O:5][CH2:6][C:7]1[CH:8]=[CH:9][CH:10]=[CH:11][CH:12]=1)=[O:4]. The catalyst class is: 1. (4) Reactant: C(O)(=O)[C@@H](C1C=CC=CC=1)O.[NH2:12][C@H:13]1[C:19]2[CH:20]=[CH:21][CH2:22][CH2:23][C:18]=2[CH2:17][CH2:16][N:15]([CH3:24])[C:14]1=[O:25].[ClH:26]. Product: [ClH:26].[NH2:12][C@H:13]1[C:19]2[CH:20]=[CH:21][CH2:22][CH2:23][C:18]=2[CH2:17][CH2:16][N:15]([CH3:24])[C:14]1=[O:25]. The catalyst class is: 13. (5) Reactant: [N:1]12[CH2:11]CCN=[C:7]1CCCC[CH2:2]2.Cl.[NH2:13][CH2:14][C:15]1[CH:23]=[CH:22][CH:21]=[C:20]2[C:16]=1[C:17](=[O:33])[N:18]([CH:25]1[CH2:30][CH2:29][C:28](=[O:31])[NH:27][C:26]1=[O:32])[C:19]2=[O:24].ClC(Cl)([O:37]C(=O)OC(Cl)(Cl)Cl)Cl.CNC.C1COCC1. The catalyst class is: 10. Product: [O:32]=[C:26]1[CH:25]([N:18]2[C:17](=[O:33])[C:16]3[C:20](=[CH:21][CH:22]=[CH:23][C:15]=3[CH2:14][NH:13][C:2](=[O:37])[N:1]([CH3:11])[CH3:7])[C:19]2=[O:24])[CH2:30][CH2:29][C:28](=[O:31])[NH:27]1. (6) Reactant: [CH3:1][N:2]([CH3:45])[C:3]([C:5]1[CH:10]=[CH:9][C:8]([NH:11][C:12](=[O:44])[NH:13][C:14]2[CH:19]=[CH:18][C:17]([C:20]3[N:29]=[C:28]([N:30]4[CH2:35][CH2:34][O:33][CH2:32][CH2:31]4)[C:27]4[C:22](=[CH:23][C:24]([C:36]5[O:40][C:39]([C:41](O)=[O:42])=[CH:38][CH:37]=5)=[CH:25][CH:26]=4)[N:21]=3)=[CH:16][CH:15]=2)=[CH:7][CH:6]=1)=[O:4].[CH3:46][N:47]1[CH2:52][CH2:51][NH:50][CH2:49][CH2:48]1.CN(C(ON1N=NC2C=CC=NC1=2)=[N+](C)C)C.F[P-](F)(F)(F)(F)F. Product: [CH3:1][N:2]([CH3:45])[C:3](=[O:4])[C:5]1[CH:6]=[CH:7][C:8]([NH:11][C:12]([NH:13][C:14]2[CH:19]=[CH:18][C:17]([C:20]3[N:29]=[C:28]([N:30]4[CH2:31][CH2:32][O:33][CH2:34][CH2:35]4)[C:27]4[C:22](=[CH:23][C:24]([C:36]5[O:40][C:39]([C:41]([N:50]6[CH2:51][CH2:52][N:47]([CH3:46])[CH2:48][CH2:49]6)=[O:42])=[CH:38][CH:37]=5)=[CH:25][CH:26]=4)[N:21]=3)=[CH:16][CH:15]=2)=[O:44])=[CH:9][CH:10]=1. The catalyst class is: 3. (7) The catalyst class is: 46. Product: [CH3:45][N:44]([CH2:46][C:47]1[CH:48]=[C:49]([CH:52]=[CH:53][CH:54]=1)[CH2:50][N:51]1[CH2:27][CH2:26][C:5]2[C:4](=[CH:9][C:8]([N+:10]([O-:12])=[O:11])=[C:7]([N:13]3[CH2:14][CH2:15][N:16]([C:19]4[CH:24]=[CH:23][CH:22]=[CH:21][C:20]=4[CH3:25])[CH2:17][CH2:18]3)[CH:6]=2)[C:3]1=[O:2])[CH3:43]. Reactant: C[O:2][C:3](=O)[C:4]1[CH:9]=[C:8]([N+:10]([O-:12])=[O:11])[C:7]([N:13]2[CH2:18][CH2:17][N:16]([C:19]3[CH:24]=[CH:23][CH:22]=[CH:21][C:20]=3[CH3:25])[CH2:15][CH2:14]2)=[CH:6][C:5]=1/[CH:26]=[CH:27]/OCC.ClCCCl.FC(F)(F)C(O)=O.[CH3:43][N:44]([CH2:46][C:47]1[CH:48]=[C:49]([CH:52]=[CH:53][CH:54]=1)[CH2:50][NH2:51])[CH3:45].C(N(CC)CC)C.C(O[BH-](OC(=O)C)OC(=O)C)(=O)C.[Na+]. (8) Reactant: [F-].C([N+](CCCC)(CCCC)CCCC)CCC.[CH3:19][O:20][C:21](=[O:47])[C:22]1[CH:27]=[CH:26][C:25](Br)=[C:24]([S:29]([CH2:32][C:33]2[CH:38]=[CH:37][CH:36]=[CH:35][C:34]=2[O:39][Si](C(C)(C)C)(C)C)(=[O:31])=[O:30])[CH:23]=1. Product: [CH3:19][O:20][C:21]([C:22]1[CH:27]=[CH:26][C:25]2[O:39][C:34]3[CH:35]=[CH:36][CH:37]=[CH:38][C:33]=3[CH2:32][S:29](=[O:31])(=[O:30])[C:24]=2[CH:23]=1)=[O:47]. The catalyst class is: 1.